Dataset: Full USPTO retrosynthesis dataset with 1.9M reactions from patents (1976-2016). Task: Predict the reactants needed to synthesize the given product. (1) Given the product [CH3:1][N:3]([CH:4]=[O:5])[CH3:7].[CH3:24][N:19]([CH3:20])[CH:17]=[O:18], predict the reactants needed to synthesize it. The reactants are: [CH2:1]([N:3]=[C:4]=[O:5])C.Br[C:7]1C2SC(N[C:17]([NH:19][CH2:20]C)=[O:18])=NC=2C=C(I)C=1.Br[C:24]1C=C(I)C2SC(NC(NCC)=O)=NC=2C=1. (2) Given the product [CH3:11][Si:10]([CH3:13])([CH3:12])[C:5]([Si:6]([CH3:9])([CH3:8])[CH3:7])([Si:2]([CH3:1])([CH3:3])[CH3:4])[CH2:35]/[CH:34]=[CH:32]/[O:33][Si:43]([CH3:45])([CH3:44])[C:46]([CH3:49])([CH3:48])[CH3:47], predict the reactants needed to synthesize it. The reactants are: [CH3:1][Si:2]([CH:5]([Si:10]([CH3:13])([CH3:12])[CH3:11])[Si:6]([CH3:9])([CH3:8])[CH3:7])([CH3:4])[CH3:3].C[Li].C(OCC)C.CN(C)P(N(C)C)(N(C)C)=O.[CH:32]([CH:34]=[CH2:35])=[O:33].C(N(CC)CC)C.[Si:43](Cl)([C:46]([CH3:49])([CH3:48])[CH3:47])([CH3:45])[CH3:44]. (3) The reactants are: [CH2:1]([O:8][C:9]([NH:11][C@@H:12]([CH:32]([CH3:34])[CH3:33])[C:13]([NH:15][CH:16]([CH2:21][C:22]1[C:30]2[C:25](=[C:26]([Br:31])[CH:27]=[CH:28][CH:29]=2)[NH:24][CH:23]=1)[C:17]([O:19][CH3:20])=[O:18])=[O:14])=[O:10])[C:2]1[CH:7]=[CH:6][CH:5]=[CH:4][CH:3]=1. Given the product [CH2:1]([O:8][C:9]([NH:11][C@H:12]([C:13]1[O:14][C:21]([C:22]2[C:30]3[C:25](=[C:26]([Br:31])[CH:27]=[CH:28][CH:29]=3)[NH:24][CH:23]=2)=[C:16]([C:17]([O:19][CH3:20])=[O:18])[N:15]=1)[CH:32]([CH3:34])[CH3:33])=[O:10])[C:2]1[CH:7]=[CH:6][CH:5]=[CH:4][CH:3]=1, predict the reactants needed to synthesize it.